From a dataset of Reaction yield outcomes from USPTO patents with 853,638 reactions. Predict the reaction yield, written as a fraction of the theoretical maximum amount of product (1.0 means a 100% yield; for example, 0.34 means a 34% yield). (1) The reactants are [Br:1][C:2]1[N:6]2[C:7](=[O:13])[CH:8]=[C:9]([CH2:11]Cl)[N:10]=[C:5]2[S:4][C:3]=1[CH3:14].[F:15][C:16]1[CH:21]=[CH:20][C:19]([OH:22])=[CH:18][CH:17]=1.[I-].[K+].C(=O)([O-])[O-].[K+].[K+]. The catalyst is C(#N)C. The product is [Br:1][C:2]1[N:6]2[C:7](=[O:13])[CH:8]=[C:9]([CH2:11][O:22][C:19]3[CH:20]=[CH:21][C:16]([F:15])=[CH:17][CH:18]=3)[N:10]=[C:5]2[S:4][C:3]=1[CH3:14]. The yield is 0.800. (2) The reactants are Br[C:2]1[CH:3]=[CH:4][C:5]2[CH:6]([CH:18]3[CH2:23][CH2:22][NH:21][CH2:20][CH2:19]3)[C:7]3[C:12]([O:13][C:14]=2[CH:15]=1)=[C:11]([O:16][CH3:17])[CH:10]=[CH:9][CH:8]=3.[N:24]1[CH:29]=[CH:28][CH:27]=[C:26](B(O)O)[CH:25]=1.C([O-])([O-])=O.[Na+].[Na+]. The yield is 0.00600. The catalyst is C1C=CC(P(C2C=CC=CC=2)[C-]2C=CC=C2)=CC=1.C1C=CC(P(C2C=CC=CC=2)[C-]2C=CC=C2)=CC=1.Cl[Pd]Cl.[Fe+2]. The product is [CH3:17][O:16][C:11]1[CH:10]=[CH:9][CH:8]=[C:7]2[C:12]=1[O:13][C:14]1[CH:15]=[C:2]([C:26]3[CH:25]=[N:24][CH:29]=[CH:28][CH:27]=3)[CH:3]=[CH:4][C:5]=1[CH:6]2[CH:18]1[CH2:23][CH2:22][NH:21][CH2:20][CH2:19]1.